This data is from Full USPTO retrosynthesis dataset with 1.9M reactions from patents (1976-2016). The task is: Predict the reactants needed to synthesize the given product. (1) Given the product [Br:1][C:2]1[CH:3]=[C:4]2[C:8](=[CH:9][CH:10]=1)[NH:7][CH:6]=[C:5]2[C:14](=[O:15])[CH2:5][C:4]1[CH:8]=[CH:9][CH:10]=[CH:2][CH:3]=1, predict the reactants needed to synthesize it. The reactants are: [Br:1][C:2]1[CH:3]=[C:4]2[C:8](=[CH:9][CH:10]=1)[NH:7][CH:6]=[CH:5]2.C(Cl)Cl.[CH3:14][OH:15]. (2) Given the product [CH:28]([N:5]1[C:6]2[C:11](=[CH:10][C:9]([Cl:27])=[CH:8][CH:7]=2)[C:12]([CH2:13][CH2:14][O:15][C:16]2[CH:25]=[CH:24][C:19]([C:20]([OH:22])=[O:21])=[C:18]([F:26])[CH:17]=2)=[C:4]1[CH2:3][CH2:2][NH:1][S:48]([C:43]1[CH:44]=[CH:45][CH:46]=[CH:47][C:42]=1[Cl:41])(=[O:50])=[O:49])([C:35]1[CH:40]=[CH:39][CH:38]=[CH:37][CH:36]=1)[C:29]1[CH:30]=[CH:31][CH:32]=[CH:33][CH:34]=1, predict the reactants needed to synthesize it. The reactants are: [NH2:1][CH2:2][CH2:3][C:4]1[N:5]([CH:28]([C:35]2[CH:40]=[CH:39][CH:38]=[CH:37][CH:36]=2)[C:29]2[CH:34]=[CH:33][CH:32]=[CH:31][CH:30]=2)[C:6]2[C:11]([C:12]=1[CH2:13][CH2:14][O:15][C:16]1[CH:25]=[CH:24][C:19]([C:20]([O:22]C)=[O:21])=[C:18]([F:26])[CH:17]=1)=[CH:10][C:9]([Cl:27])=[CH:8][CH:7]=2.[Cl:41][C:42]1[CH:47]=[CH:46][CH:45]=[CH:44][C:43]=1[S:48](Cl)(=[O:50])=[O:49]. (3) Given the product [CH3:31][C:30](=[CH2:29])[CH2:33][O:15][C:14]([CH:11]1[CH2:12][CH2:13][N:8]([C:6]([O:5][C:1]([CH3:4])([CH3:2])[CH3:3])=[O:7])[CH2:9][CH2:10]1)=[O:16], predict the reactants needed to synthesize it. The reactants are: [C:1]([O:5][C:6]([N:8]1[CH2:13][CH2:12][CH:11]([C:14]([OH:16])=[O:15])[CH2:10][CH2:9]1)=[O:7])([CH3:4])([CH3:3])[CH3:2].Cl.CN(C)CCCN=C=NCC.[CH3:29][C:30](=[CH2:33])[CH2:31]O. (4) Given the product [Br:1][C:2]1[S:6][C:5]([NH2:7])=[N:4][C:3]=1[C:11]1[C:16]([CH3:17])=[CH:15][C:14]([O:18][C:19]2[CH:24]=[CH:23][C:22]([O:25][CH3:26])=[CH:21][CH:20]=2)=[CH:13][C:12]=1[CH3:27], predict the reactants needed to synthesize it. The reactants are: [Br:1][C:2]1[S:6][C:5]([NH:7]C(=O)C)=[N:4][C:3]=1[C:11]1[C:16]([CH3:17])=[CH:15][C:14]([O:18][C:19]2[CH:24]=[CH:23][C:22]([O:25][CH3:26])=[CH:21][CH:20]=2)=[CH:13][C:12]=1[CH3:27].Cl.[OH-].[Na+]. (5) Given the product [N+:15]([C:12]1[CH:13]=[CH:14][C:9]([O:8][C:6]2[CH:5]=[CH:4][N:3]=[C:2]([NH2:18])[N:7]=2)=[CH:10][CH:11]=1)([O-:17])=[O:16], predict the reactants needed to synthesize it. The reactants are: Cl[C:2]1[N:7]=[C:6]([O:8][C:9]2[CH:14]=[CH:13][C:12]([N+:15]([O-:17])=[O:16])=[CH:11][CH:10]=2)[CH:5]=[CH:4][N:3]=1.[NH3:18]. (6) Given the product [OH:1][CH2:2][C:3]1[CH:4]=[C:5]([CH2:10][C:11]#[N:12])[CH:6]=[C:7]([C:16]2[CH:17]=[CH:18][N:13]=[CH:14][CH:15]=2)[CH:8]=1, predict the reactants needed to synthesize it. The reactants are: [OH:1][CH2:2][C:3]1[CH:4]=[C:5]([CH2:10][C:11]#[N:12])[CH:6]=[C:7](I)[CH:8]=1.[N:13]1[CH:18]=[CH:17][C:16](B(O)O)=[CH:15][CH:14]=1.C([O-])([O-])=O.[K+].[K+].C(Cl)Cl. (7) Given the product [CH3:14][O:15][C:16]1[CH:23]=[CH:22][C:19]([CH2:20][NH:21][C:2]2[CH:9]=[CH:8][CH:7]=[C:6]([C:10]([F:13])([F:12])[F:11])[C:3]=2[C:4]#[N:5])=[CH:18][CH:17]=1, predict the reactants needed to synthesize it. The reactants are: F[C:2]1[CH:9]=[CH:8][CH:7]=[C:6]([C:10]([F:13])([F:12])[F:11])[C:3]=1[C:4]#[N:5].[CH3:14][O:15][C:16]1[CH:23]=[CH:22][C:19]([CH2:20][NH2:21])=[CH:18][CH:17]=1. (8) Given the product [O:1]1[CH2:5][CH2:4][C@H:3]([NH:6][C:7]2[CH:14]=[C:13]([N:15]3[C:23]4[CH2:22][C:21]([CH3:24])([CH3:25])[CH2:20][C:19](=[O:26])[C:18]=4[C:17]([CH3:27])=[N:16]3)[CH:12]=[CH:11][C:8]=2[C:9]([NH2:10])=[O:30])[CH2:2]1, predict the reactants needed to synthesize it. The reactants are: [O:1]1[CH2:5][CH2:4][C@H:3]([NH:6][C:7]2[CH:14]=[C:13]([N:15]3[C:23]4[CH2:22][C:21]([CH3:25])([CH3:24])[CH2:20][C:19](=[O:26])[C:18]=4[C:17]([CH3:27])=[N:16]3)[CH:12]=[CH:11][C:8]=2[C:9]#[N:10])[CH2:2]1.CC[OH:30].CS(C)=O. (9) The reactants are: Cl[C:2]1[C:11]2[C:6](=[CH:7][C:8]([O:15][CH3:16])=[C:9]([N+:12]([O-:14])=[O:13])[CH:10]=2)[N:5]=[CH:4][N:3]=1.[CH3:17][NH2:18]. Given the product [CH3:16][O:15][C:8]1[CH:7]=[C:6]2[C:11]([C:2]([NH:18][CH3:17])=[N:3][CH:4]=[N:5]2)=[CH:10][C:9]=1[N+:12]([O-:14])=[O:13], predict the reactants needed to synthesize it.